From a dataset of Acute oral toxicity (LD50) regression data from Zhu et al.. Regression/Classification. Given a drug SMILES string, predict its toxicity properties. Task type varies by dataset: regression for continuous values (e.g., LD50, hERG inhibition percentage) or binary classification for toxic/non-toxic outcomes (e.g., AMES mutagenicity, cardiotoxicity, hepatotoxicity). Dataset: ld50_zhu. (1) The molecule is CNC(C)CC1CCCCC1. The rat oral LD50 is 3.27, given as -log10 of the dose in mol/kg body weight (higher means more acutely toxic). (2) The compound is CCOc1cc2c(cc1OCC)C1CC(=O)C(CCC#N)CN1CC2. The rat oral LD50 is 2.64, given as -log10 of the dose in mol/kg body weight (higher means more acutely toxic). (3) The drug is C1OCC(COCC2COCO2)O1. The rat oral LD50 is 1.57, given as -log10 of the dose in mol/kg body weight (higher means more acutely toxic). (4) The molecule is C=CC=CC=C. The rat oral LD50 is 2.58, given as -log10 of the dose in mol/kg body weight (higher means more acutely toxic). (5) The compound is C=C(C)C(=O)OC=C(C)C. The rat oral LD50 is 1.45, given as -log10 of the dose in mol/kg body weight (higher means more acutely toxic). (6) The compound is ClCC=CCCl. The rat oral LD50 is 3.15, given as -log10 of the dose in mol/kg body weight (higher means more acutely toxic). (7) The drug is CC(c1ccccc1)N(C)N=O. The rat oral LD50 is 2.44, given as -log10 of the dose in mol/kg body weight (higher means more acutely toxic).